From a dataset of Forward reaction prediction with 1.9M reactions from USPTO patents (1976-2016). Predict the product of the given reaction. Given the reactants C(OC(N1CCNCC1)=O)(C)(C)C.[Cl:14]CC(Cl)=O.[CH3:19][O:20][CH2:21][CH2:22][NH:23][CH2:24][CH2:25][O:26][CH3:27].[ClH:28].Cl.COCC(N[C:36](=[O:44])[CH2:37][N:38]1[CH2:43][CH2:42][NH:41][CH2:40][CH2:39]1)C, predict the reaction product. The product is: [ClH:14].[ClH:28].[CH3:19][O:20][CH2:21][CH2:22][N:23]([CH2:24][CH2:25][O:26][CH3:27])[C:36](=[O:44])[CH2:37][N:38]1[CH2:43][CH2:42][NH:41][CH2:40][CH2:39]1.